From a dataset of Full USPTO retrosynthesis dataset with 1.9M reactions from patents (1976-2016). Predict the reactants needed to synthesize the given product. (1) Given the product [CH2:7]([C:10]1[CH:11]=[CH:12][NH+:13]=[CH:14][CH:15]=1)[CH2:4][CH2:5][CH2:6][CH2:17][CH2:18][CH2:19][CH3:20].[CH3:2][CH2:3][CH3:4], predict the reactants needed to synthesize it. The reactants are: N1[CH:6]=[CH:5][C:4]([C:7]([C:10]2[CH:15]=[CH:14][N:13]=[CH:12][CH:11]=2)(C)C)=[CH:3][CH:2]=1.Br[CH:17](Br)[CH2:18][CH2:19][CH2:20][CH2:17][CH2:18][CH2:19][CH3:20]. (2) Given the product [O:32]=[C:27]1[CH2:28][CH2:29][C:30](=[O:31])[N:26]1[O:23][C:22](=[O:24])[CH2:21][CH2:20][CH2:19][C:17](=[O:18])[NH:16][C:13]1[CH:12]=[CH:11][C:10]2[S:9][C:8]3[C:3](=[CH:4][CH:5]=[CH:6][CH:7]=3)[C:2](=[O:1])[C:15]=2[CH:14]=1, predict the reactants needed to synthesize it. The reactants are: [O:1]=[C:2]1[C:15]2[CH:14]=[C:13]([NH:16][C:17]([CH2:19][CH2:20][CH2:21][C:22]([OH:24])=[O:23])=[O:18])[CH:12]=[CH:11][C:10]=2[S:9][C:8]2[C:3]1=[CH:4][CH:5]=[CH:6][CH:7]=2.O[N:26]1[C:30](=[O:31])[CH2:29][CH2:28][C:27]1=[O:32].C(Cl)CCl. (3) Given the product [Cl:8][C:9]1[CH:10]=[C:11]([CH:15]=[C:16]([F:22])[C:17]=1[O:18][CH2:19][C:20]#[CH:21])[C:12]([Cl:25])=[O:13], predict the reactants needed to synthesize it. The reactants are: C1(C)C=CC=CC=1.[Cl:8][C:9]1[CH:10]=[C:11]([CH:15]=[C:16]([F:22])[C:17]=1[O:18][CH2:19][C:20]#[CH:21])[C:12](O)=[O:13].S(Cl)([Cl:25])=O. (4) Given the product [Br:21][C:9]1[CH:8]=[C:7]([O:6][Si:5]([C:1]([CH3:4])([CH3:3])[CH3:2])([CH3:15])[CH3:14])[CH:12]=[CH:11][C:10]=1[OH:13], predict the reactants needed to synthesize it. The reactants are: [C:1]([Si:5]([CH3:15])([CH3:14])[O:6][C:7]1[CH:12]=[CH:11][C:10]([OH:13])=[CH:9][CH:8]=1)([CH3:4])([CH3:3])[CH3:2].C(=O)([O-])[O-].[Ca+2].[Br:21]Br.[O-]S([O-])(=O)=O.[Mg+2]. (5) Given the product [CH3:19][O:18][C:16]([N:6]1[CH2:7][CH2:8][CH:3]([CH2:2][OH:1])[CH2:4][CH2:5]1)=[O:17], predict the reactants needed to synthesize it. The reactants are: [OH:1][CH2:2][CH:3]1[CH2:8][CH2:7][NH:6][CH2:5][CH2:4]1.C(=O)([O-])[O-].[K+].[K+].Cl[C:16]([O:18][CH3:19])=[O:17].ClCCl. (6) The reactants are: [C:1]([O:5][C:6]([N:8]1[CH2:20][C@@H:19]([CH3:21])[N:18]2[C@H:10]([CH2:11][C:12]3[C:17]2=[N:16][C:15]([CH3:22])=[C:14](Br)[CH:13]=3)[CH2:9]1)=[O:7])([CH3:4])([CH3:3])[CH3:2].C([Li])(C)(C)C.[CH2:29]([S:31]SCC)[CH3:30]. Given the product [C:1]([O:5][C:6]([N:8]1[CH2:20][C@@H:19]([CH3:21])[N:18]2[C@H:10]([CH2:11][C:12]3[C:17]2=[N:16][C:15]([CH3:22])=[C:14]([S:31][CH2:29][CH3:30])[CH:13]=3)[CH2:9]1)=[O:7])([CH3:4])([CH3:3])[CH3:2], predict the reactants needed to synthesize it. (7) Given the product [Cl:1][N:2]1[N:7]=[C:6]([NH:41][C:42]2[CH:51]=[CH:50][C:49]3[C:44](=[CH:45][CH:46]=[CH:47][C:48]=3[S:52]([OH:55])(=[O:54])=[O:53])[C:43]=2[S:56]([OH:59])(=[O:58])=[O:57])[CH:5]=[C:4]([NH:9][C:10]2[CH:11]=[C:12]([S:37]([OH:40])(=[O:39])=[O:38])[C:13]([CH:16]=[CH:17][C:18]3[C:19]([S:33]([OH:36])(=[O:35])=[O:34])=[CH:20][C:21]([NH:24][C:25]4[NH:30][N:29]([Cl:31])[N:28]=[C:27]([NH:41][C:42]5[CH:51]=[CH:50][C:49]6[C:44](=[CH:45][CH:46]=[CH:47][C:48]=6[S:52]([OH:55])(=[O:54])=[O:53])[C:43]=5[S:56]([OH:59])(=[O:58])=[O:57])[CH:26]=4)=[CH:22][CH:23]=3)=[CH:14][CH:15]=2)[NH:3]1, predict the reactants needed to synthesize it. The reactants are: [Cl:1][N:2]1[N:7]=[C:6](Cl)[CH:5]=[C:4]([NH:9][C:10]2[CH:11]=[C:12]([S:37]([OH:40])(=[O:39])=[O:38])[C:13]([CH:16]=[CH:17][C:18]3[C:19]([S:33]([OH:36])(=[O:35])=[O:34])=[CH:20][C:21]([NH:24][C:25]4[NH:30][N:29]([Cl:31])[N:28]=[C:27](Cl)[CH:26]=4)=[CH:22][CH:23]=3)=[CH:14][CH:15]=2)[NH:3]1.[NH2:41][C:42]1[CH:51]=[CH:50][C:49]2[C:48]([S:52]([OH:55])(=[O:54])=[O:53])=[CH:47][CH:46]=[CH:45][C:44]=2[C:43]=1[S:56]([OH:59])(=[O:58])=[O:57]. (8) Given the product [Cl:18][C:15]1[CH:16]=[CH:17][C:12]([O:11][C@@H:10]([C@@H:20]2[CH2:24][CH2:23][NH:22][CH2:21]2)[CH2:9][OH:8])=[C:13]([CH3:19])[CH:14]=1, predict the reactants needed to synthesize it. The reactants are: C([O:8][CH2:9][C@@H:10]([C@H:20]1[CH2:24][CH2:23][NH:22][CH2:21]1)[O:11][C:12]1[CH:17]=[CH:16][C:15]([Cl:18])=[CH:14][C:13]=1[CH3:19])C1C=CC=CC=1.C(O)(C(F)(F)F)=O.Cl. (9) Given the product [O:7]=[C:1]([NH:31][C:27]1[CH:28]=[CH:29][CH:30]=[C:25]([C:16]2[C:17]3[C:12](=[CH:11][C:10]([O:9][CH3:8])=[C:19]4[O:20][C:21]([CH3:24])([CH3:23])[CH2:22][C:18]4=3)[CH2:13][C:14]([CH3:33])([CH3:32])[N:15]=2)[CH:26]=1)[CH2:2][CH2:3][C:4]([OH:6])=[O:5], predict the reactants needed to synthesize it. The reactants are: [C:1]1(=[O:7])[O:6][C:4](=[O:5])[CH2:3][CH2:2]1.[CH3:8][O:9][C:10]1[CH:11]=[C:12]2[C:17](=[C:18]3[CH2:22][C:21]([CH3:24])([CH3:23])[O:20][C:19]=13)[C:16]([C:25]1[CH:26]=[C:27]([NH2:31])[CH:28]=[CH:29][CH:30]=1)=[N:15][C:14]([CH3:33])([CH3:32])[CH2:13]2.C(OCC)C. (10) Given the product [F:1][C:2]1[CH:3]=[C:4]([N:8]2[CH2:12][CH2:11][CH:10]([O:13][C:14]3[CH:19]=[CH:18][C:17]([CH:20]4[CH:25]([O:26][Si:27]([CH:31]([CH3:33])[CH3:32])([CH:34]([CH3:35])[CH3:36])[CH:28]([CH3:29])[CH3:30])[CH2:24][N:23]([C:37]([O:39][CH2:40][C:41]5[CH:42]=[CH:43][CH:44]=[CH:45][CH:46]=5)=[O:38])[CH2:22][CH:21]4[O:47][CH2:49][C:50]4[CH:51]=[CH:52][C:53]5[O:58][CH2:57][C:56](=[O:59])[N:55]([CH2:60][CH2:61][CH2:62][O:63][CH3:64])[C:54]=5[CH:65]=4)=[CH:16][CH:15]=3)[CH2:9]2)[CH:5]=[CH:6][CH:7]=1, predict the reactants needed to synthesize it. The reactants are: [F:1][C:2]1[CH:3]=[C:4]([N:8]2[CH2:12][CH2:11][CH:10]([O:13][C:14]3[CH:19]=[CH:18][C:17]([CH:20]4[CH:25]([O:26][Si:27]([CH:34]([CH3:36])[CH3:35])([CH:31]([CH3:33])[CH3:32])[CH:28]([CH3:30])[CH3:29])[CH2:24][N:23]([C:37]([O:39][CH2:40][C:41]5[CH:46]=[CH:45][CH:44]=[CH:43][CH:42]=5)=[O:38])[CH2:22][CH:21]4[OH:47])=[CH:16][CH:15]=3)[CH2:9]2)[CH:5]=[CH:6][CH:7]=1.Cl[CH2:49][C:50]1[CH:51]=[CH:52][C:53]2[O:58][CH2:57][C:56](=[O:59])[N:55]([CH2:60][CH2:61][CH2:62][O:63][CH3:64])[C:54]=2[CH:65]=1.